Dataset: Forward reaction prediction with 1.9M reactions from USPTO patents (1976-2016). Task: Predict the product of the given reaction. (1) Given the reactants [Cl:1][C:2]1[N:7]=[C:6]([N:8](C(OC(C)(C)C)=O)[N:9](C(OC(C)(C)C)=O)C(OC(C)(C)C)=O)[C:5]([F:31])=[C:4]([N:32]2[CH2:36][CH2:35][CH:34]([N:37]([CH3:39])[CH3:38])[C:33]2([CH3:41])[CH3:40])[N:3]=1.[ClH:42], predict the reaction product. The product is: [ClH:1].[ClH:42].[ClH:1].[ClH:1].[ClH:1].[Cl:1][C:2]1[N:3]=[C:4]([N:32]2[CH2:36][CH2:35][CH:34]([N:37]([CH3:39])[CH3:38])[C:33]2([CH3:40])[CH3:41])[C:5]([F:31])=[C:6]([NH:8][NH2:9])[N:7]=1. (2) Given the reactants [CH:1]([NH:4][CH2:5][C:6]1[O:10][N:9]=[C:8]([C:11]2[CH:16]=[CH:15][C:14]([CH3:17])=CC=2)[N:7]=1)([CH3:3])[CH3:2].ClCC1ON=C(C2C=CC=CN=2)[N:21]=1.C(N)(C)C.C(=O)([O-])[O-].[K+].[K+], predict the reaction product. The product is: [N:21]1[CH:17]=[CH:14][CH:15]=[CH:16][C:11]=1[C:8]1[N:7]=[C:6]([CH2:5][NH:4][CH:1]([CH3:2])[CH3:3])[O:10][N:9]=1. (3) The product is: [CH3:18][O:17][N:16]([CH3:15])[C:8](=[O:9])[C:7]1[CH:11]=[CH:12][C:4]([N+:1]([O-:3])=[O:2])=[CH:5][C:6]=1[F:13]. Given the reactants [N+:1]([C:4]1[CH:12]=[CH:11][C:7]([C:8](O)=[O:9])=[C:6]([F:13])[CH:5]=1)([O-:3])=[O:2].Cl.[CH3:15][NH:16][O:17][CH3:18].C1C=CC2N(O)N=NC=2C=1.C(Cl)CCl, predict the reaction product. (4) The product is: [Cl:25][C:26]1[CH:27]=[C:28]([CH:31]=[CH:32][C:33]=1[O:5][CH:6]1[CH2:9][N:8]([C:10]([C:12]2[O:13][C:14]([C:17]3[CH:22]=[CH:21][C:20]([O:23][CH3:24])=[CH:19][CH:18]=3)=[N:15][N:16]=2)=[O:11])[CH2:7]1)[CH:29]=[O:30]. Given the reactants CS([O:5][CH:6]1[CH2:9][N:8]([C:10]([C:12]2[O:13][C:14]([C:17]3[CH:22]=[CH:21][C:20]([O:23][CH3:24])=[CH:19][CH:18]=3)=[N:15][N:16]=2)=[O:11])[CH2:7]1)(=O)=O.[Cl:25][C:26]1[CH:27]=[C:28]([CH:31]=[CH:32][C:33]=1O)[CH:29]=[O:30], predict the reaction product. (5) Given the reactants [C:1]1([C:7]2[CH:12]=[CH:11]N=C(CN3C=CN=C3)[C:8]=2[C:19]2[CH:24]=[CH:23][CH:22]=[CH:21][CH:20]=2)[CH:6]=[CH:5][CH:4]=CC=1.[CH3:25]C1C=CC(C(C2C=CC(C)=CC=2)O)=CC=1.S(Cl)(Cl)=O.[NH:45]1[CH:49]=[CH:48][N:47]=[CH:46]1, predict the reaction product. The product is: [CH3:25][C:24]1[CH:23]=[CH:22][CH:21]=[CH:20][C:19]=1[CH:8]([C:7]1[CH:1]=[CH:6][CH:5]=[CH:4][C:12]=1[CH3:11])[N:45]1[CH:49]=[CH:48][N:47]=[CH:46]1. (6) Given the reactants [NH:1]1[C:5]2[CH:6]=[CH:7][CH:8]=[CH:9]C=2N=N1.N1CCC[CH2:12][CH2:11]1.[F:16][C:17]([F:50])([F:49])[C:18]1[CH:19]=[C:20]([CH:42]=[C:43]([C:45]([F:48])([F:47])[F:46])[CH:44]=1)[CH2:21][N:22]([CH2:29][C:30]1[CH:37]=[C:36]([C:38]([F:41])([F:40])[F:39])[CH:35]=[CH:34][C:31]=1[CH:32]=O)[C:23]1[N:24]=[N:25][N:26]([CH3:28])[N:27]=1, predict the reaction product. The product is: [F:50][C:17]([F:49])([F:16])[C:18]1[CH:19]=[C:20]([CH:42]=[C:43]([C:45]([F:46])([F:47])[F:48])[CH:44]=1)[CH2:21][N:22]([CH2:29][C:30]1[CH:37]=[C:36]([C:38]([F:39])([F:41])[F:40])[CH:35]=[CH:34][C:31]=1[CH:32]([N:1]1[CH2:5][CH2:6][CH2:7][CH2:8][CH2:9]1)[CH2:11][CH3:12])[C:23]1[N:24]=[N:25][N:26]([CH3:28])[N:27]=1. (7) Given the reactants [CH2:1]([O:3][C:4](=[O:23])[C:5]1[CH:10]=[CH:9][C:8]([N:11]2[C:19]3[C:14](=[CH:15][C:16]([OH:20])=[CH:17][CH:18]=3)[C:13]([C:21]#[N:22])=[CH:12]2)=[CH:7][CH:6]=1)[CH3:2].[S:24]1[CH:28]=[CH:27][CH:26]=[C:25]1[CH2:29]O.C1(P(C2C=CC=CC=2)C2C=CC=CC=2)C=CC=CC=1.C(N=C=NC(C)C)(C)C, predict the reaction product. The product is: [CH2:1]([O:3][C:4](=[O:23])[C:5]1[CH:6]=[CH:7][C:8]([N:11]2[C:19]3[C:14](=[CH:15][C:16]([O:20][CH2:29][C:25]4[S:24][CH:28]=[CH:27][CH:26]=4)=[CH:17][CH:18]=3)[C:13]([C:21]#[N:22])=[CH:12]2)=[CH:9][CH:10]=1)[CH3:2]. (8) The product is: [CH3:32][O:31][C:28](=[O:30])[CH2:29][O:8][C:7]1[C:6]([Br:9])=[CH:5][C:4]([C:10]([N:12]2[CH2:17][CH2:16][O:15][C:14]3[CH:18]=[CH:19][N:20]=[CH:21][C:13]2=3)=[O:11])=[CH:3][C:2]=1[Br:1]. Given the reactants [Br:1][C:2]1[CH:3]=[C:4]([C:10]([N:12]2[CH2:17][CH2:16][O:15][C:14]3[CH:18]=[CH:19][N:20]=[CH:21][C:13]2=3)=[O:11])[CH:5]=[C:6]([Br:9])[C:7]=1[OH:8].C(=O)([O-])[O-].[K+].[K+].[C:28]([O:31][CH2:32]Br)(=[O:30])[CH3:29], predict the reaction product. (9) Given the reactants [F:1][C:2]1[CH:3]=[C:4]([C:13]2[CH:14]=[C:15]([C:20]3[CH:25]=[CH:24][C:23]([O:26][CH2:27][CH2:28][OH:29])=[CH:22][CH:21]=3)[CH:16]=[C:17]([OH:19])[CH:18]=2)[CH:5]=[CH:6][C:7]=1[O:8][CH2:9][CH2:10][CH2:11][OH:12].[C:30]([OH:35])(=O)[C:31]([CH3:33])=[CH2:32], predict the reaction product. The product is: [F:1][C:2]1[CH:3]=[C:4]([C:13]2[CH:14]=[C:15]([C:20]3[CH:25]=[CH:24][C:23]([O:26][CH2:27][CH2:28][O:29][C:30](=[O:35])[C:31]([CH3:33])=[CH2:32])=[CH:22][CH:21]=3)[CH:16]=[C:17]([O:19][C:30](=[O:35])[C:31]([CH3:33])=[CH2:32])[CH:18]=2)[CH:5]=[CH:6][C:7]=1[O:8][CH2:9][CH2:10][CH2:11][O:12][C:30](=[O:35])[C:31]([CH3:33])=[CH2:32]. (10) Given the reactants [CH3:1][C:2]1[CH:11]=[CH:10][C:9]2[C:4](=[CH:5][CH:6]=[CH:7][CH:8]=2)[C:3]=1[CH2:12][C:13](=[O:15])[CH3:14].[H-].[H-].[H-].[H-].[Li+].[Al+3], predict the reaction product. The product is: [CH3:1][C:2]1[CH:11]=[CH:10][C:9]2[C:4](=[CH:5][CH:6]=[CH:7][CH:8]=2)[C:3]=1[CH2:12][CH:13]([OH:15])[CH3:14].